The task is: Predict which catalyst facilitates the given reaction.. This data is from Catalyst prediction with 721,799 reactions and 888 catalyst types from USPTO. (1) Reactant: C([N:8]1[CH2:19][CH2:18][C:11]2[N:12]=[CH:13][N:14]=[C:15]([O:16][CH3:17])[C:10]=2[CH2:9]1)C1C=CC=CC=1. Product: [CH3:17][O:16][C:15]1[C:10]2[CH2:9][NH:8][CH2:19][CH2:18][C:11]=2[N:12]=[CH:13][N:14]=1. The catalyst class is: 43. (2) The catalyst class is: 35. Product: [C:1]1([S:7]([NH:10][C:11]2[CH:12]=[C:13]3[C:18](=[CH:19][CH:20]=2)[N:17]=[CH:16][C:15]([C:21]([NH:53][O:52][CH:47]2[CH2:48][CH2:49][CH2:50][CH2:51][O:46]2)=[O:22])=[CH:14]3)(=[O:8])=[O:9])[CH:2]=[CH:3][CH:4]=[CH:5][CH:6]=1. Reactant: [C:1]1([S:7]([NH:10][C:11]2[CH:12]=[C:13]3[C:18](=[CH:19][CH:20]=2)[N:17]=[CH:16][C:15]([C:21](O)=[O:22])=[CH:14]3)(=[O:9])=[O:8])[CH:6]=[CH:5][CH:4]=[CH:3][CH:2]=1.C(N(CC)CC)C.F[P-](F)(F)(F)(F)F.CN(C)C(F)=[N+](C)C.[O:46]1[CH2:51][CH2:50][CH2:49][CH2:48][CH:47]1[O:52][NH2:53].